From a dataset of Peptide-MHC class II binding affinity with 134,281 pairs from IEDB. Regression. Given a peptide amino acid sequence and an MHC pseudo amino acid sequence, predict their binding affinity value. This is MHC class II binding data. (1) The peptide sequence is APEVKYTVKETALKK. The MHC is HLA-DPA10301-DPB10402 with pseudo-sequence HLA-DPA10301-DPB10402. The binding affinity (normalized) is 0.400. (2) The peptide sequence is RLFKAFILDGDNLFP. The MHC is HLA-DPA10201-DPB11401 with pseudo-sequence HLA-DPA10201-DPB11401. The binding affinity (normalized) is 0.479.